Dataset: Catalyst prediction with 721,799 reactions and 888 catalyst types from USPTO. Task: Predict which catalyst facilitates the given reaction. (1) Reactant: [CH3:1][S:2]([C:5]1[CH:10]=[CH:9][C:8]([O:11][C:12]2[CH:17]=[CH:16][C:15]([CH2:18][CH3:19])=[CH:14][C:13]=2[O:20][CH3:21])=[CH:7][CH:6]=1)(=[O:4])=[O:3].[Li]C(CC)C.C([N:34]1[CH2:38][CH2:37][CH2:36][C:35]1=O)(OC(C)(C)C)=O. Product: [CH2:18]([C:15]1[CH:16]=[CH:17][C:12]([O:11][C:8]2[CH:7]=[CH:6][C:5]([S:2](/[CH:1]=[C:35]3/[NH:34][CH2:38][CH2:37][CH2:36]/3)(=[O:3])=[O:4])=[CH:10][CH:9]=2)=[C:13]([O:20][CH3:21])[CH:14]=1)[CH3:19]. The catalyst class is: 1. (2) Reactant: [Br:1][C:2]1[CH:7]=[CH:6][C:5](/[C:8](=[N:10]/[S@:11]([C:13]([CH3:16])([CH3:15])[CH3:14])=[O:12])/[CH3:9])=[CH:4][CH:3]=1.[BH4-].[Na+]. Product: [Br:1][C:2]1[CH:3]=[CH:4][C:5]([C@@H:8]([NH:10][S@:11]([C:13]([CH3:14])([CH3:16])[CH3:15])=[O:12])[CH3:9])=[CH:6][CH:7]=1. The catalyst class is: 20. (3) Reactant: [C:1]1(=[O:12])[O:7][C:5](=[O:6])[C:4]2=[CH:8][CH:9]=[CH:10][CH:11]=[C:3]2[CH2:2]1.[C:13]1([C@@H:19]([NH2:22])[CH2:20][CH3:21])[CH:18]=[CH:17][CH:16]=[CH:15][CH:14]=1. Product: [C:13]1([C@@H:19]([NH:22][C:1]([CH2:2][C:3]2[CH:11]=[CH:10][CH:9]=[CH:8][C:4]=2[C:5]([OH:7])=[O:6])=[O:12])[CH2:20][CH3:21])[CH:18]=[CH:17][CH:16]=[CH:15][CH:14]=1. The catalyst class is: 10. (4) Reactant: C1CCC(N=C=NC2CCCCC2)CC1.[NH2:16][CH2:17][C:18]([OH:20])=[O:19].O[C:22]1[C:31]([F:32])=[C:29]([F:30])[C:27]([F:28])=[C:25]([F:26])[C:23]=1[F:24]. Product: [NH2:16][CH2:17][C:18]([O:20][C:22]1[C:23]([F:24])=[C:25]([F:26])[C:27]([F:28])=[C:29]([F:30])[C:31]=1[F:32])=[O:19]. The catalyst class is: 3. (5) Reactant: [NH2:1][C:2]1[C:11]2[N:12]=[C:13]([CH2:20][O:21][CH3:22])[N:14]([CH2:15][C:16]([OH:19])([CH3:18])[CH3:17])[C:10]=2[C:9]2[CH:8]=[CH:7][C:6]([CH2:23][CH2:24][C:25](O)=[O:26])=[CH:5][C:4]=2[N:3]=1.ON1C2C=CC=CC=2N=N1.[CH3:38][N:39](C)[CH2:40]CCN=C=NCC.Cl.CNC. Product: [NH2:1][C:2]1[C:11]2[N:12]=[C:13]([CH2:20][O:21][CH3:22])[N:14]([CH2:15][C:16]([OH:19])([CH3:18])[CH3:17])[C:10]=2[C:9]2[CH:8]=[CH:7][C:6]([CH2:23][CH2:24][C:25]([N:39]([CH3:40])[CH3:38])=[O:26])=[CH:5][C:4]=2[N:3]=1. The catalyst class is: 17. (6) The catalyst class is: 2. Reactant: [OH:1][CH2:2][C@H:3]1[CH2:9][CH2:8][C:5]2([CH2:7][CH2:6]2)[O:4]1.CCN(CC)CC.[CH3:17][S:18](Cl)(=[O:20])=[O:19]. Product: [CH3:17][S:18]([O:1][CH2:2][C@H:3]1[CH2:9][CH2:8][C:5]2([CH2:7][CH2:6]2)[O:4]1)(=[O:20])=[O:19]. (7) Reactant: [OH:1][C:2]1[CH:11]=[CH:10][C:5]2[C:6](=[O:9])[CH2:7][O:8][C:4]=2[C:3]=1[CH2:12][N:13]1[CH2:18][CH2:17][N:16]([C:19]([O:21][C:22]([CH3:25])([CH3:24])[CH3:23])=[O:20])[CH2:15][CH2:14]1.CO.[C:28]1(P(C2C=CC=CC=2)C2C=CC=CC=2)C=CC=CC=1.N(C(OCC)=O)=NC(OCC)=O.C1(C)C=CC=CC=1. The catalyst class is: 1. Product: [CH3:28][O:1][C:2]1[CH:11]=[CH:10][C:5]2[C:6](=[O:9])[CH2:7][O:8][C:4]=2[C:3]=1[CH2:12][N:13]1[CH2:14][CH2:15][N:16]([C:19]([O:21][C:22]([CH3:25])([CH3:24])[CH3:23])=[O:20])[CH2:17][CH2:18]1. (8) Reactant: [Br:1][C:2]1[CH:7]=[CH:6][CH:5]=[CH:4][C:3]=1[NH:8]N.O.C1(C)C=CC(S(O)(=O)=O)=CC=1.[C:22]([O:27][CH2:28][CH3:29])(=[O:26])[C:23]([CH3:25])=O.O. Product: [Br:1][C:2]1[CH:7]=[CH:6][CH:5]=[C:4]2[C:3]=1[NH:8][C:23]([C:22]([O:27][CH2:28][CH3:29])=[O:26])=[CH:25]2. The catalyst class is: 133. (9) Reactant: Br[C:2]1[C:3]([NH2:9])=[N:4][CH:5]=[C:6]([Br:8])[N:7]=1.[CH3:10][C:11]1([CH3:18])[O:15][CH:14](NC)[CH2:13][O:12]1.[CH:19]([N:22](CC)C(C)C)(C)C.O1CCOCC1. Product: [Br:8][C:6]1[N:7]=[C:2]([NH:22][CH2:19][CH:14]2[CH2:13][O:12][C:11]([CH3:10])([CH3:18])[O:15]2)[C:3]([NH2:9])=[N:4][CH:5]=1. The catalyst class is: 413. (10) Reactant: [C:1]([O:5][C:6]([CH2:8][C@@H:9]1[O:14][C:13]([CH3:16])([CH3:15])[O:12][C@H:11]([CH2:17][CH2:18][N:19]([CH:25]([C:29]2[CH:34]=[CH:33][C:32]([F:35])=[CH:31][CH:30]=2)C(O)=O)[C:20](=O)[CH:21]([CH3:23])[CH3:22])[CH2:10]1)=[O:7])([CH3:4])([CH3:3])[CH3:2].C(OC(=O)C)(=O)C.[C:43]1([CH3:54])[CH:48]=[CH:47][C:46]([S:49]([C:52]#[N:53])(=[O:51])=[O:50])=[CH:45][CH:44]=1. Product: [C:1]([O:5][C:6](=[O:7])[CH2:8][C@H:9]1[CH2:10][C@@H:11]([CH2:17][CH2:18][N:19]2[C:20]([CH:21]([CH3:23])[CH3:22])=[C:52]([S:49]([C:46]3[CH:45]=[CH:44][C:43]([CH3:54])=[CH:48][CH:47]=3)(=[O:50])=[O:51])[N:53]=[C:25]2[C:29]2[CH:30]=[CH:31][C:32]([F:35])=[CH:33][CH:34]=2)[O:12][C:13]([CH3:15])([CH3:16])[O:14]1)([CH3:2])([CH3:3])[CH3:4]. The catalyst class is: 11.